This data is from Peptide-MHC class I binding affinity with 185,985 pairs from IEDB/IMGT. The task is: Regression. Given a peptide amino acid sequence and an MHC pseudo amino acid sequence, predict their binding affinity value. This is MHC class I binding data. (1) The peptide sequence is SEGIFSPSEL. The MHC is HLA-B44:02 with pseudo-sequence HLA-B44:02. The binding affinity (normalized) is 0.612. (2) The peptide sequence is MSYAMCLNTF. The MHC is HLA-B51:01 with pseudo-sequence HLA-B51:01. The binding affinity (normalized) is 0.404. (3) The peptide sequence is LLFADINGK. The MHC is HLA-A33:01 with pseudo-sequence HLA-A33:01. The binding affinity (normalized) is 0. (4) The peptide sequence is FPREGVFVF. The MHC is HLA-A68:01 with pseudo-sequence HLA-A68:01. The binding affinity (normalized) is 0.118. (5) The peptide sequence is MPMKGRFPI. The MHC is HLA-C07:01 with pseudo-sequence HLA-C07:01. The binding affinity (normalized) is 0.0847. (6) The peptide sequence is FLIRQLIRL. The MHC is HLA-A02:02 with pseudo-sequence HLA-A02:02. The binding affinity (normalized) is 1.00.